This data is from Reaction yield outcomes from USPTO patents with 853,638 reactions. The task is: Predict the reaction yield, written as a fraction of the theoretical maximum amount of product (1.0 means a 100% yield; for example, 0.34 means a 34% yield). (1) The reactants are [OH:1][C:2]1[C:3]([CH:9]=[O:10])=[N:4][C:5]([CH3:8])=[CH:6][CH:7]=1.[C:11]1([Mg]Br)[CH:16]=[CH:15][CH:14]=[CH:13][CH:12]=1.O. The catalyst is O1CCCC1. The product is [OH:10][CH:9]([C:11]1[CH:16]=[CH:15][CH:14]=[CH:13][CH:12]=1)[C:3]1[C:2]([OH:1])=[CH:7][CH:6]=[C:5]([CH3:8])[N:4]=1. The yield is 1.00. (2) The reactants are [C:1]([O:5][C:6]([NH:8][C:9]1[CH:10]=[CH:11][C:12]([OH:18])=[C:13]([CH:17]=1)[C:14]([OH:16])=[O:15])=[O:7])([CH3:4])([CH3:3])[CH3:2].[C:19](Cl)(=[O:21])[CH3:20].C(=O)([O-])[O-].[K+].[K+]. The catalyst is CN(C=O)C. The product is [C:19]([O:18][C:12]1[CH:11]=[CH:10][C:9]([NH:8][C:6]([O:5][C:1]([CH3:4])([CH3:2])[CH3:3])=[O:7])=[CH:17][C:13]=1[C:14]([OH:16])=[O:15])(=[O:21])[CH3:20]. The yield is 0.520. (3) The reactants are [C:1]([C:3]1[CH:8]=[CH:7][C:6]([CH:9]2[CH2:14][CH2:13][N:12]([C:15]([C:17]3[C:18]([CH3:31])=[CH:19][C:20]([CH:27]4[CH2:30][CH2:29][CH2:28]4)=[C:21]([CH:26]=3)[C:22]([O:24]C)=[O:23])=[O:16])[CH2:11][CH2:10]2)=[CH:5][CH:4]=1)#[N:2].[OH-].[Na+]. The catalyst is CO. The product is [C:1]([C:3]1[CH:8]=[CH:7][C:6]([CH:9]2[CH2:10][CH2:11][N:12]([C:15]([C:17]3[C:18]([CH3:31])=[CH:19][C:20]([CH:27]4[CH2:30][CH2:29][CH2:28]4)=[C:21]([CH:26]=3)[C:22]([OH:24])=[O:23])=[O:16])[CH2:13][CH2:14]2)=[CH:5][CH:4]=1)#[N:2]. The yield is 0.830. (4) The reactants are C(NC(C)C)(C)C.C([Li])CCC.[CH3:13][O:14][C:15](=[O:26])[CH2:16][C:17]1[CH:22]=[CH:21][C:20]([S:23][CH3:24])=[C:19]([Br:25])[CH:18]=1.I[CH2:28][CH:29]1[CH2:33][CH2:32][CH2:31][CH2:30]1. The catalyst is O1CCCC1.CN1CCCN(C)C1=O. The product is [CH3:13][O:14][C:15](=[O:26])[CH:16]([C:17]1[CH:22]=[CH:21][C:20]([S:23][CH3:24])=[C:19]([Br:25])[CH:18]=1)[CH2:28][CH:29]1[CH2:33][CH2:32][CH2:31][CH2:30]1. The yield is 0.570. (5) The reactants are [C:1]([SiH2:5][O:6][C:7]([CH3:18])([CH3:17])[C:8]1[CH:9]=[C:10]([CH:13]=[CH:14][C:15]=1[Cl:16])[CH:11]=O)([CH3:4])([CH3:3])[CH3:2].CCN(C(C)C)C(C)C.Cl.[F:29][CH2:30][CH2:31][NH2:32].[BH4-].[Na+].[CH3:35][C:36]([O:39][C:40](O[C:40]([O:39][C:36]([CH3:38])([CH3:37])[CH3:35])=[O:41])=[O:41])([CH3:38])[CH3:37]. The catalyst is CO.C(Cl)Cl. The product is [C:36]([O:39][C:40](=[O:41])[N:32]([CH2:11][C:10]1[CH:13]=[CH:14][C:15]([Cl:16])=[C:8]([C:7]([CH3:18])([CH3:17])[O:6][SiH2:5][C:1]([CH3:4])([CH3:3])[CH3:2])[CH:9]=1)[CH2:31][CH2:30][F:29])([CH3:38])([CH3:37])[CH3:35]. The yield is 0.850. (6) The reactants are [CH3:1][O:2][C:3](=[O:16])[C:4]1[CH:9]=[C:8](I)[C:7]([C:11]([F:14])([F:13])[F:12])=[CH:6][C:5]=1[NH2:15].[CH3:17][N:18]1[CH:22]=[C:21](B2OC(C)(C)C(C)(C)O2)[CH:20]=[N:19]1.C([O-])([O-])=O.[K+].[K+].C1(P(C2C=CC=CC=2)C2C=CC=CC=2)C=CC=CC=1. The catalyst is O1CCOCC1. The product is [CH3:1][O:2][C:3](=[O:16])[C:4]1[CH:9]=[C:8]([C:21]2[CH:20]=[N:19][N:18]([CH3:17])[CH:22]=2)[C:7]([C:11]([F:14])([F:13])[F:12])=[CH:6][C:5]=1[NH2:15]. The yield is 0.660. (7) The reactants are [C:1]1([C:7]2[CH:15]=[CH:14][C:10]([C:11]([NH2:13])=S)=[CH:9][N:8]=2)[CH:6]=[CH:5][CH:4]=[CH:3][CH:2]=1.COC(=O)CC(=O)C(Br)C.C([O-])(O)=O.[Na+]. The catalyst is O1CCOCC1. The product is [C:1]1([C:7]2[CH:15]=[CH:14][C:10]([C:11]#[N:13])=[CH:9][N:8]=2)[CH:6]=[CH:5][CH:4]=[CH:3][CH:2]=1. The yield is 0.560.